From a dataset of Reaction yield outcomes from USPTO patents with 853,638 reactions. Predict the reaction yield, written as a fraction of the theoretical maximum amount of product (1.0 means a 100% yield; for example, 0.34 means a 34% yield). (1) The reactants are [CH3:1][O:2][C:3](=[O:24])[C:4](=[CH:9][C:10]1[CH:15]=[CH:14][C:13]([O:16]CC2C=CC=CC=2)=[CH:12][CH:11]=1)[C:5]([O:7][CH3:8])=[O:6]. The catalyst is CO.[Pd]. The product is [CH3:8][O:7][C:5](=[O:6])[CH:4]([CH2:9][C:10]1[CH:11]=[CH:12][C:13]([OH:16])=[CH:14][CH:15]=1)[C:3]([O:2][CH3:1])=[O:24]. The yield is 0.770. (2) The reactants are Br[CH:2]1[CH2:8][NH:7][C:6]2[CH:9]=[CH:10][CH:11]=[CH:12][C:5]=2[N:4]2[C:13]([CH3:16])=[N:14][N:15]=[C:3]12.[C:17]1(B(O)O)[CH:22]=[CH:21][CH:20]=[CH:19][CH:18]=1.[C:26]([O-])([O-])=O.[Cs+].[Cs+]. The yield is 0.410. The product is [CH3:16][C:13]1[N:4]2[C:5]3[CH:12]=[CH:11][C:10]([C:17]4[CH:22]=[CH:21][CH:20]=[CH:19][CH:18]=4)=[CH:9][C:6]=3[N:7]([CH3:26])[CH2:8][CH2:2][C:3]2=[N:15][N:14]=1. The catalyst is O1CCOCC1.O.C1C=CC([P]([Pd]([P](C2C=CC=CC=2)(C2C=CC=CC=2)C2C=CC=CC=2)([P](C2C=CC=CC=2)(C2C=CC=CC=2)C2C=CC=CC=2)[P](C2C=CC=CC=2)(C2C=CC=CC=2)C2C=CC=CC=2)(C2C=CC=CC=2)C2C=CC=CC=2)=CC=1. (3) The reactants are [CH3:1]S(OCC1CCOCC1)(=O)=O.[H-].[Na+].[O:15]1[CH2:20][CH2:19][CH:18]([CH2:21][N:22]2[C:30]3[C:25](=[CH:26][C:27]([C:31]([OH:33])=[O:32])=[CH:28][CH:29]=3)[C:24]([C:34]([CH:36]3[C:38]([CH3:40])([CH3:39])[C:37]3([CH3:42])[CH3:41])=[O:35])=[CH:23]2)[CH2:17][CH2:16]1.N. The catalyst is CN(C=O)C. The product is [O:15]1[CH2:20][CH2:19][CH:18]([CH2:21][N:22]2[C:30]3[C:25](=[CH:26][C:27]([C:31]([O:33][CH3:1])=[O:32])=[CH:28][CH:29]=3)[C:24]([C:34]([CH:36]3[C:38]([CH3:40])([CH3:39])[C:37]3([CH3:42])[CH3:41])=[O:35])=[CH:23]2)[CH2:17][CH2:16]1. The yield is 0.440.